The task is: Regression/Classification. Given a drug SMILES string, predict its absorption, distribution, metabolism, or excretion properties. Task type varies by dataset: regression for continuous measurements (e.g., permeability, clearance, half-life) or binary classification for categorical outcomes (e.g., BBB penetration, CYP inhibition). Dataset: hlm.. This data is from Human liver microsome stability data. (1) The drug is N#Cc1ccc(-c2ccc(C3(C(F)(F)F)CC3)cc2)nc1. The result is 0 (unstable in human liver microsomes). (2) The drug is COc1ccc2c(c1)NC(=O)CN2c1nc(C)nc2ccccc12. The result is 0 (unstable in human liver microsomes). (3) The drug is CCOc1cc(NC(=O)C2(NC(=O)c3ccc4c(C5CCCC5)c(-c5cnn(C)c5)n(C)c4c3)CCC2)ccc1C=CC(=O)O. The result is 0 (unstable in human liver microsomes). (4) The compound is COc1ccc2nc(NC(=O)C(CC3CCCC3)c3ccc(S(N)(=O)=O)cc3)sc2n1. The result is 1 (stable in human liver microsomes). (5) The drug is NC(=O)OC(CCN1CCN(c2ccccc2)CC1)c1ccc(Cl)cc1. The result is 1 (stable in human liver microsomes). (6) The drug is O=C(Nc1ccc(F)c(-c2nc3cc(-c4ccc(F)cc4)cnc3[nH]2)c1)N1CCCC1. The result is 1 (stable in human liver microsomes). (7) The compound is Cn1c(-c2ccc3ncccc3c2)c(C2CCCCC2)c2ccc(C(=O)NC(C)(C)C(=O)Nc3ccc(C=CC(=O)O)cc3)cc21. The result is 0 (unstable in human liver microsomes). (8) The molecule is CC(=O)N1CCN2CCCc3c(C)c4c(n3-c3ccc(C(N)=O)c(c3)NC[C@H]2C1)CC(C)(C)CC4=O. The result is 1 (stable in human liver microsomes). (9) The compound is CC(C)CCC(=O)N1CCCN(C(=O)Nc2ccc(C(C)(C)C)cc2)CC1. The result is 1 (stable in human liver microsomes).